Regression. Given a peptide amino acid sequence and an MHC pseudo amino acid sequence, predict their binding affinity value. This is MHC class I binding data. From a dataset of Peptide-MHC class I binding affinity with 185,985 pairs from IEDB/IMGT. (1) The peptide sequence is FLDPHPYYV. The MHC is HLA-C05:01 with pseudo-sequence HLA-C05:01. The binding affinity (normalized) is 1.00. (2) The peptide sequence is LTDEQKNAV. The MHC is HLA-B51:01 with pseudo-sequence HLA-B51:01. The binding affinity (normalized) is 0.0847. (3) The peptide sequence is NVLLYNRLL. The MHC is HLA-A02:01 with pseudo-sequence HLA-A02:01. The binding affinity (normalized) is 0.196. (4) The peptide sequence is YTRVLKPSV. The MHC is HLA-A30:01 with pseudo-sequence HLA-A30:01. The binding affinity (normalized) is 0.390. (5) The peptide sequence is QAISPRTLNAW. The MHC is HLA-A02:03 with pseudo-sequence HLA-A02:03. The binding affinity (normalized) is 0.0863. (6) The peptide sequence is VDRFYKSL. The MHC is Mamu-A11 with pseudo-sequence Mamu-A11. The binding affinity (normalized) is 0. (7) The peptide sequence is KVAKVEPAV. The binding affinity (normalized) is 0.0200. The MHC is HLA-B57:01 with pseudo-sequence HLA-B57:01. (8) The peptide sequence is FYRNISDPL. The MHC is HLA-A02:06 with pseudo-sequence HLA-A02:06. The binding affinity (normalized) is 0.334.